This data is from Full USPTO retrosynthesis dataset with 1.9M reactions from patents (1976-2016). The task is: Predict the reactants needed to synthesize the given product. (1) Given the product [CH2:1]([N:3]([CH2:4][CH2:5][O:6][C:7]1[CH:12]=[CH:11][C:10]([O:13][CH3:20])=[CH:9][CH:8]=1)[C:14]1[CH:19]=[CH:18][CH:17]=[CH:16][CH:15]=1)[CH3:2], predict the reactants needed to synthesize it. The reactants are: [CH2:1]([N:3]([C:14]1[CH:19]=[CH:18][CH:17]=[CH:16][CH:15]=1)[CH2:4][CH2:5][O:6][C:7]1[CH:12]=[CH:11][C:10]([OH:13])=[CH:9][CH:8]=1)[CH3:2].[C:20]([O-])([O-])=O.[K+].[K+].CI. (2) The reactants are: Br[C:2]1[C:11]2[C:6](=[CH:7][C:8]([CH2:14][CH3:15])=[C:9]([O:12][CH3:13])[CH:10]=2)[N:5]=[N:4][CH:3]=1.[CH3:16][O:17][C:18]1[CH:27]=[C:26]2[C:21]([CH2:22][CH2:23][NH:24][C:25]2=[O:28])=[CH:20][CH:19]=1.C(=O)([O-])[O-].[K+].[K+].CNCCNC. Given the product [CH2:14]([C:8]1[CH:7]=[C:6]2[C:11]([C:2]([N:24]3[CH2:23][CH2:22][C:21]4[C:26](=[CH:27][C:18]([O:17][CH3:16])=[CH:19][CH:20]=4)[C:25]3=[O:28])=[CH:3][N:4]=[N:5]2)=[CH:10][C:9]=1[O:12][CH3:13])[CH3:15], predict the reactants needed to synthesize it. (3) Given the product [CH3:9][O:10][C:11](=[O:19])[C:12]1[CH:17]=[C:16]([Br:8])[CH:15]=[N:14][C:13]=1[OH:18], predict the reactants needed to synthesize it. The reactants are: C1C(=O)N([Br:8])C(=O)C1.[CH3:9][O:10][C:11](=[O:19])[C:12]1[CH:17]=[CH:16][CH:15]=[N:14][C:13]=1[OH:18]. (4) Given the product [C:18]([O:17][C:15]([NH:1][C@@H:2]([CH2:3][CH2:4][C:5]([O:6][CH3:22])=[O:7])[C:8]([O:10][C:11]([CH3:14])([CH3:12])[CH3:13])=[O:9])=[O:16])([CH3:21])([CH3:20])[CH3:19], predict the reactants needed to synthesize it. The reactants are: [NH:1]([C:15]([O:17][C:18]([CH3:21])([CH3:20])[CH3:19])=[O:16])[C@H:2]([C:8]([O:10][C:11]([CH3:14])([CH3:13])[CH3:12])=[O:9])[CH2:3][CH2:4][C:5](=[O:7])[OH:6].[C:22](=O)([O-])[O-].[Cs+].[Cs+].CI. (5) Given the product [CH2:21]([O:20][CH2:19][CH2:18][CH2:17][CH2:16][CH2:15][O:1][C:2]1[CH:3]=[C:4]([CH:7]=[CH:8][CH:9]=1)[CH:5]=[O:6])[C:22]1[CH:27]=[CH:26][CH:25]=[CH:24][CH:23]=1, predict the reactants needed to synthesize it. The reactants are: [OH:1][C:2]1[CH:3]=[C:4]([CH:7]=[CH:8][CH:9]=1)[CH:5]=[O:6].CS(O[CH2:15][CH2:16][CH2:17][CH2:18][CH2:19][O:20][CH2:21][C:22]1[CH:27]=[CH:26][CH:25]=[CH:24][CH:23]=1)(=O)=O. (6) Given the product [CH3:1][O:2][C:3](=[O:27])[CH2:4][C:5]1[CH:6]=[C:7]([C:13]2[CH:18]=[CH:17][C:16]([C:19]([F:21])([F:20])[F:22])=[CH:15][C:14]=2[CH2:23][N:24]([C:35](=[O:36])[CH2:34][O:33][C:32]2[CH:38]=[CH:39][C:29]([Cl:28])=[CH:30][CH:31]=2)[CH2:25][CH3:26])[C:8]([O:11][CH3:12])=[CH:9][CH:10]=1, predict the reactants needed to synthesize it. The reactants are: [CH3:1][O:2][C:3](=[O:27])[CH2:4][C:5]1[CH:6]=[C:7]([C:13]2[CH:18]=[CH:17][C:16]([C:19]([F:22])([F:21])[F:20])=[CH:15][C:14]=2[CH2:23][NH:24][CH2:25][CH3:26])[C:8]([O:11][CH3:12])=[CH:9][CH:10]=1.[Cl:28][C:29]1[CH:39]=[CH:38][C:32]([O:33][CH2:34][C:35](Cl)=[O:36])=[CH:31][CH:30]=1.